Task: Predict the reaction yield, written as a fraction of the theoretical maximum amount of product (1.0 means a 100% yield; for example, 0.34 means a 34% yield).. Dataset: Reaction yield outcomes from USPTO patents with 853,638 reactions (1) The reactants are Cl[C:2]1[N:3]=[CH:4][C:5]2[C:9]([NH:11][C:12]3[CH:16]=[C:15]([CH3:17])[NH:14][N:13]=3)([N:10]=1)[N:8]=[CH:7][N:6]=2.[CH3:18][CH:19]1[CH2:24][CH2:23][NH:22][CH2:21][CH2:20]1.C(=O)([O-])[O-].[K+].[K+]. No catalyst specified. The product is [CH3:18][CH:19]1[CH2:24][CH2:23][N:22]([C:2]2[N:3]=[CH:4][C:5]3[C:9]([NH:11][C:12]4[NH:13][N:14]=[C:15]([CH3:17])[CH:16]=4)([N:10]=2)[N:8]=[CH:7][N:6]=3)[CH2:21][CH2:20]1. The yield is 0.00900. (2) The reactants are [CH3:1][O:2][C:3](=[O:26])[CH:4]([O:23][CH2:24][CH3:25])[CH2:5][C:6]1[CH:11]=[CH:10][C:9]([O:12]CC2C=CC=CC=2)=[CH:8][C:7]=1[N+:20]([O-:22])=[O:21].CSC.B(F)(F)F.CCOCC.O. The catalyst is ClCCl. The product is [CH3:1][O:2][C:3](=[O:26])[CH:4]([O:23][CH2:24][CH3:25])[CH2:5][C:6]1[CH:11]=[CH:10][C:9]([OH:12])=[CH:8][C:7]=1[N+:20]([O-:22])=[O:21]. The yield is 0.950.